From a dataset of Catalyst prediction with 721,799 reactions and 888 catalyst types from USPTO. Predict which catalyst facilitates the given reaction. (1) The catalyst class is: 123. Product: [NH2:20][C:19]1[C:10]([C:8]([C:5]2[CH:4]=[CH:3][C:2]([F:1])=[CH:7][CH:6]=2)=[O:9])=[CH:11][CH:12]=[C:13]2[C:18]=1[N:17]=[CH:16][CH:15]=[CH:14]2. Reactant: [F:1][C:2]1[CH:7]=[CH:6][C:5]([C:8]([C:10]2[C:19]([N+:20]([O-])=O)=[C:18]3[C:13]([CH:14]=[CH:15][CH:16]=[N:17]3)=[CH:12][CH:11]=2)=[O:9])=[CH:4][CH:3]=1. (2) Reactant: C(C1C=CC(C)=CC=1)(C)(C)C.ON1C(=O)C2=CC=CC=C2C1=O.O=O.[C:26]([C:30]1[CH:38]=[CH:37][C:33]([C:34](O)=[O:35])=[CH:32][CH:31]=1)([CH3:29])([CH3:28])[CH3:27]. Product: [C:26]([C:30]1[CH:31]=[CH:32][C:33]([CH:34]=[O:35])=[CH:37][CH:38]=1)([CH3:29])([CH3:27])[CH3:28]. The catalyst class is: 15. (3) Product: [CH3:1][O:2][C:3]1[CH:4]=[C:5]([NH:15][C:16]2[N:18]=[C:26]([C:27]([O:29][CH2:30][CH3:31])=[O:28])[C:32]3[CH2:33][O:34][CH2:35][CH2:36][C:37]=3[N:17]=2)[CH:6]=[CH:7][C:8]=1[N:9]1[CH:13]=[C:12]([CH3:14])[N:11]=[CH:10]1. Reactant: [CH3:1][O:2][C:3]1[CH:4]=[C:5]([NH:15][C:16]([NH2:18])=[NH:17])[CH:6]=[CH:7][C:8]=1[N:9]1[CH:13]=[C:12]([CH3:14])[N:11]=[CH:10]1.C(=O)([O-])[O-].[K+].[K+].O=[C:26]([CH:32]1[C:37](=O)[CH2:36][CH2:35][O:34][CH2:33]1)[C:27]([O:29][CH2:30][CH3:31])=[O:28]. The catalyst class is: 14. (4) Reactant: [CH3:1][O:2][C:3]1[CH:4]=[C:5]([C:10]([C@@H:12]2[C@:21]3([CH3:22])[C@H:16]([C:17]([CH3:24])([CH3:23])[CH2:18][CH2:19][CH2:20]3)[CH2:15][CH:14]([C:25]#[N:26])[CH:13]2[CH3:27])=[O:11])[CH:6]=[C:7]([CH3:9])[CH:8]=1.[OH-:28].[K+].Cl. Product: [CH3:1][O:2][C:3]1[CH:4]=[C:5]([C:10]([C@@H:12]2[C@:21]3([CH3:22])[C@H:16]([C:17]([CH3:23])([CH3:24])[CH2:18][CH2:19][CH2:20]3)[CH2:15][CH:14]([C:25]([NH2:26])=[O:28])[CH:13]2[CH3:27])=[O:11])[CH:6]=[C:7]([CH3:9])[CH:8]=1. The catalyst class is: 746. (5) Reactant: [CH3:1][C:2]([Si:5](Cl)([CH3:7])[CH3:6])([CH3:4])[CH3:3].N1C=CN=C1.[C:14]1([NH:20][CH2:21][CH2:22][OH:23])[CH:19]=[CH:18][CH:17]=[CH:16][CH:15]=1. Product: [Si:5]([O:23][CH2:22][CH2:21][NH:20][C:14]1[CH:19]=[CH:18][CH:17]=[CH:16][CH:15]=1)([C:2]([CH3:4])([CH3:3])[CH3:1])([CH3:7])[CH3:6]. The catalyst class is: 2. (6) Reactant: [Cl:1][C:2]1[CH:3]=[CH:4][C:5]([N:16]2[CH:20]=[C:19]([C:21]([F:24])([F:23])[F:22])[N:18]=[N:17]2)=[C:6]([C:8]2[CH:13]=[C:12]([O:14]C)[N:11]=[CH:10][N:9]=2)[CH:7]=1.Br.O. Product: [Cl:1][C:2]1[CH:3]=[CH:4][C:5]([N:16]2[CH:20]=[C:19]([C:21]([F:23])([F:22])[F:24])[N:18]=[N:17]2)=[C:6]([C:8]2[N:9]=[CH:10][N:11]=[C:12]([OH:14])[CH:13]=2)[CH:7]=1. The catalyst class is: 52. (7) Reactant: [F:1][C:2]1[CH:11]=[C:10]([C:12]2[C:13]([CH3:53])([CH3:52])[C@H:14]3[C@:27]([CH3:30])([CH2:28][CH:29]=2)[C@@H:26]2[C@:17]([CH3:51])([C@@:18]4([CH3:50])[C@H:23]([CH2:24][CH2:25]2)[C@H:22]2[C@H:31]([C:34]([CH3:36])=[CH2:35])[CH2:32][CH2:33][C@:21]2([NH:37][CH2:38][CH2:39][N:40]2[CH2:45][CH2:44][N:43]([S:46]([CH3:49])(=[O:48])=[O:47])[CH2:42][CH2:41]2)[CH2:20][CH2:19]4)[CH2:16][CH2:15]3)[CH:9]=[CH:8][C:3]=1[C:4]([O:6]C)=[O:5].[OH-].[Na+]. Product: [F:1][C:2]1[CH:11]=[C:10]([C:12]2[C:13]([CH3:53])([CH3:52])[C@H:14]3[C@:27]([CH3:30])([CH2:28][CH:29]=2)[C@@H:26]2[C@:17]([CH3:51])([C@@:18]4([CH3:50])[C@H:23]([CH2:24][CH2:25]2)[C@H:22]2[C@H:31]([C:34]([CH3:36])=[CH2:35])[CH2:32][CH2:33][C@:21]2([NH:37][CH2:38][CH2:39][N:40]2[CH2:41][CH2:42][N:43]([S:46]([CH3:49])(=[O:48])=[O:47])[CH2:44][CH2:45]2)[CH2:20][CH2:19]4)[CH2:16][CH2:15]3)[CH:9]=[CH:8][C:3]=1[C:4]([OH:6])=[O:5]. The catalyst class is: 169. (8) Reactant: [CH2:1]([O:8][C:9](=[O:23])[C@@H:10]([CH2:19]C(O)=O)[NH:11][C:12]([O:14][C:15]([CH3:18])([CH3:17])[CH3:16])=[O:13])[C:2]1[CH:7]=[CH:6][CH:5]=[CH:4][CH:3]=1.ClC([O:27][CH2:28]C)=O.[N-:30]=[N+]=[N-].[Na+].[Na+].[Cl-]. Product: [O:27]=[C:28]1[NH:30][CH2:19][C@H:10]([C:9]([O:8][CH2:1][C:2]2[CH:3]=[CH:4][CH:5]=[CH:6][CH:7]=2)=[O:23])[N:11]1[C:12]([O:14][C:15]([CH3:16])([CH3:17])[CH3:18])=[O:13]. The catalyst class is: 20. (9) Reactant: [C:1]([O:4][C@H:5]1[C@@H:9]([O:10][C:11](=[O:13])[CH3:12])[C@H:8]([N:14]2[CH:22]=[N:21][C:20]3[C:15]2=[N:16][CH:17]=[N:18][C:19]=3Cl)[O:7][C@@H:6]1[CH2:24][O:25][C:26](=[O:28])[CH3:27])(=[O:3])[CH3:2].Cl.[CH3:30][NH:31][CH3:32].C(N(CC)CC)C.O. Product: [C:1]([O:4][C@H:5]1[C@@H:9]([O:10][C:11](=[O:13])[CH3:12])[C@H:8]([N:14]2[CH:22]=[N:21][C:20]3[C:15]2=[N:16][CH:17]=[N:18][C:19]=3[N:31]([CH3:32])[CH3:30])[O:7][C@@H:6]1[CH2:24][O:25][C:26](=[O:28])[CH3:27])(=[O:3])[CH3:2]. The catalyst class is: 1. (10) Reactant: C(NC(C)C)(C)C.[Li]CCCC.[CH3:13][O:14][C:15]1([O:23][CH3:24])[CH2:18][CH:17]([C:19]([O:21][CH3:22])=[O:20])[CH2:16]1.[CH:25](=[O:27])[CH3:26]. Product: [OH:27][CH:25]([C:17]1([C:19]([O:21][CH3:22])=[O:20])[CH2:16][C:15]([O:14][CH3:13])([O:23][CH3:24])[CH2:18]1)[CH3:26]. The catalyst class is: 20.